Dataset: Forward reaction prediction with 1.9M reactions from USPTO patents (1976-2016). Task: Predict the product of the given reaction. (1) Given the reactants [F:1][C:2]1[CH:7]=[CH:6][C:5]([CH2:8][C:9]2[CH:18]=[C:17]3[C:12]([C:13]([OH:35])=[C:14]([C:30](OCC)=[O:31])[C:15](=[O:29])[N:16]3[CH2:19][CH2:20][CH2:21][N:22]3[CH2:27][CH2:26][CH2:25][CH2:24][C:23]3=[O:28])=[N:11][CH:10]=2)=[CH:4][CH:3]=1.[NH2:36][CH2:37][CH2:38][CH2:39][OH:40], predict the reaction product. The product is: [F:1][C:2]1[CH:7]=[CH:6][C:5]([CH2:8][C:9]2[CH:18]=[C:17]3[C:12]([C:13]([OH:35])=[C:14]([C:30]([NH:36][CH2:37][CH2:38][CH2:39][OH:40])=[O:31])[C:15](=[O:29])[N:16]3[CH2:19][CH2:20][CH2:21][N:22]3[CH2:27][CH2:26][CH2:25][CH2:24][C:23]3=[O:28])=[N:11][CH:10]=2)=[CH:4][CH:3]=1. (2) Given the reactants CC(C)([O-])C.[K+].[F:7][C:8]([F:28])([F:27])[C:9]1[CH:10]=[C:11]([CH:20]=[C:21]([C:23]([F:26])([F:25])[F:24])[CH:22]=1)[CH2:12][NH:13][C:14]1[O:18][N:17]=[C:16]([CH3:19])[CH:15]=1.Br[CH2:30][C:31]1[CH:36]=[C:35]([C:37]([F:40])([F:39])[F:38])[CH:34]=[CH:33][C:32]=1[C:41]1[CH:46]=[C:45]([CH:47]([CH3:49])[CH3:48])[C:44]([F:50])=[CH:43][C:42]=1[O:51][CH3:52], predict the reaction product. The product is: [F:26][C:23]([F:24])([F:25])[C:21]1[CH:20]=[C:11]([CH:10]=[C:9]([C:8]([F:7])([F:27])[F:28])[CH:22]=1)[CH2:12][N:13]([CH2:30][C:31]1[CH:36]=[C:35]([C:37]([F:38])([F:39])[F:40])[CH:34]=[CH:33][C:32]=1[C:41]1[CH:46]=[C:45]([CH:47]([CH3:49])[CH3:48])[C:44]([F:50])=[CH:43][C:42]=1[O:51][CH3:52])[C:14]1[O:18][N:17]=[C:16]([CH3:19])[CH:15]=1. (3) Given the reactants [CH3:1][O:2][C:3]1[CH:4]=[C:5]2[C:8](=[CH:9][C:10]=1[O:11][CH3:12])[C@@H:7]([CH2:13][N:14]([CH2:16][C:17]#[N:18])[CH3:15])[CH2:6]2.[H-].[Al+3].[Li+].[H-].[H-].[H-].O.[OH-].[Na+], predict the reaction product. The product is: [CH3:1][O:2][C:3]1[CH:4]=[C:5]2[C:8](=[CH:9][C:10]=1[O:11][CH3:12])[C@@H:7]([CH2:13][N:14]([CH3:15])[CH2:16][CH2:17][NH2:18])[CH2:6]2. (4) Given the reactants [CH2:1]([O:8][C:9]1[CH:16]=[CH:15][C:12]([CH:13]=O)=[CH:11][CH:10]=1)[C:2]1[CH:7]=[CH:6][CH:5]=[CH:4][CH:3]=1.[CH:17]1([NH:22][OH:23])[CH2:21][CH2:20][CH2:19][CH2:18]1, predict the reaction product. The product is: [CH2:1]([O:8][C:9]1[CH:16]=[CH:15][C:12]([CH:13]=[N+:22]([CH:17]2[CH2:21][CH2:20][CH2:19][CH2:18]2)[O-:23])=[CH:11][CH:10]=1)[C:2]1[CH:7]=[CH:6][CH:5]=[CH:4][CH:3]=1. (5) Given the reactants [Br:1][C:2]1[CH:3]=[C:4]([S:9](Cl)(=[O:11])=[O:10])[CH:5]=[CH:6][C:7]=1[F:8].C(Cl)Cl.[OH-].[NH4+:17].Cl, predict the reaction product. The product is: [Br:1][C:2]1[CH:3]=[C:4]([S:9]([NH2:17])(=[O:11])=[O:10])[CH:5]=[CH:6][C:7]=1[F:8]. (6) Given the reactants [C:1]([CH:4]1[CH2:9][N:8]([C:10]2[C:19]3[C:14](=[CH:15][C:16]([Cl:27])=[C:17]([C:20]4[CH:25]=[CH:24][C:23]([Cl:26])=[CH:22][CH:21]=4)[CH:18]=3)[N:13]=[C:12]([CH3:28])[N:11]=2)[CH2:7][CH2:6][N:5]1[C:29]([O:31][C:32]([CH3:35])([CH3:34])[CH3:33])=[O:30])(=O)[NH2:2].CCN(CC)CC.C(OC(C(F)(F)F)=O)(C(F)(F)F)=O, predict the reaction product. The product is: [Cl:27][C:16]1[CH:15]=[C:14]2[C:19]([C:10]([N:8]3[CH2:7][CH2:6][N:5]([C:29]([O:31][C:32]([CH3:35])([CH3:33])[CH3:34])=[O:30])[CH:4]([C:1]#[N:2])[CH2:9]3)=[N:11][C:12]([CH3:28])=[N:13]2)=[CH:18][C:17]=1[C:20]1[CH:25]=[CH:24][C:23]([Cl:26])=[CH:22][CH:21]=1.